This data is from Catalyst prediction with 721,799 reactions and 888 catalyst types from USPTO. The task is: Predict which catalyst facilitates the given reaction. (1) Reactant: [CH3:1][O:2][C@@H:3]1[C:11]2[C:6](=[CH:7][CH:8]=[CH:9][CH:10]=2)[CH2:5][C@H:4]1[N:12]1C(=O)C2=CC=CC=C2C1=O.O.NN. Product: [NH2:12][C@@H:4]1[CH2:5][C:6]2[C:11](=[CH:10][CH:9]=[CH:8][CH:7]=2)[C@H:3]1[O:2][CH3:1]. The catalyst class is: 8. (2) Reactant: [O:1]1[C:6]2[CH:7]=[CH:8][C:9]([CH2:11][N:12]([CH:20]3[CH2:25][CH2:24][N:23]([CH2:26][CH2:27][N:28]4[C:37]5[C:32](=[CH:33][CH:34]=[C:35]([Cl:38])[CH:36]=5)[C:31]([Cl:39])=[CH:30][C:29]4=[O:40])[CH2:22][CH2:21]3)C(=O)OC(C)(C)C)=[CH:10][C:5]=2[O:4][CH2:3][CH2:2]1.Cl.C(OCC)(=O)C. The catalyst class is: 13. Product: [ClH:38].[O:1]1[C:6]2[CH:7]=[CH:8][C:9]([CH2:11][NH:12][CH:20]3[CH2:21][CH2:22][N:23]([CH2:26][CH2:27][N:28]4[C:37]5[C:32](=[CH:33][CH:34]=[C:35]([Cl:38])[CH:36]=5)[C:31]([Cl:39])=[CH:30][C:29]4=[O:40])[CH2:24][CH2:25]3)=[CH:10][C:5]=2[O:4][CH2:3][CH2:2]1. (3) Reactant: C[O:2][C:3](=[O:20])[CH:4]([C:11]1[CH:16]=[CH:15][CH:14]=[C:13]([N+:17]([O-:19])=[O:18])[CH:12]=1)[CH2:5][CH:6]1[CH2:10][CH2:9][CH2:8][CH2:7]1.[OH-].[Li+]. Product: [CH:6]1([CH2:5][CH:4]([C:11]2[CH:16]=[CH:15][CH:14]=[C:13]([N+:17]([O-:19])=[O:18])[CH:12]=2)[C:3]([OH:20])=[O:2])[CH2:10][CH2:9][CH2:8][CH2:7]1. The catalyst class is: 30. (4) Reactant: [Cl:1][C:2]1[CH:52]=[CH:51][C:5]([CH2:6][C@@H:7]([NH:32][CH2:33][C@H:34]2[CH2:43][C:42]3[C:37](=[CH:38][CH:39]=[CH:40][CH:41]=3)[CH2:36][N:35]2C(OC(C)(C)C)=O)[C:8]([N:10]2[CH:15]3[CH2:16][CH2:17][CH:11]2[CH2:12][CH:13]([N:18]([CH:26]2[CH2:31][CH2:30][CH2:29][CH2:28][CH2:27]2)[C:19]([N:21]([CH2:24][CH3:25])[CH2:22][CH3:23])=[O:20])[CH2:14]3)=[O:9])=[CH:4][CH:3]=1. Product: [Cl:1][C:2]1[CH:3]=[CH:4][C:5]([CH2:6][C@H:7]([C:8]([N:10]2[CH:11]3[CH2:17][CH2:16][CH:15]2[CH2:14][CH:13]([N:18]([CH:26]2[CH2:31][CH2:30][CH2:29][CH2:28][CH2:27]2)[C:19]([N:21]([CH2:22][CH3:23])[CH2:24][CH3:25])=[O:20])[CH2:12]3)=[O:9])[NH:32][CH2:33][C@H:34]2[CH2:43][C:42]3[C:37](=[CH:38][CH:39]=[CH:40][CH:41]=3)[CH2:36][NH:35]2)=[CH:51][CH:52]=1. The catalyst class is: 89. (5) Reactant: [F:1][C:2]1[CH:3]=[C:4]([CH2:9][C:10]([NH:12][C@H:13]([C:15]([OH:17])=O)[CH3:14])=[O:11])[CH:5]=[C:6]([F:8])[CH:7]=1.[NH2:18][C:19]([CH3:25])([CH3:24])[C:20]([O:22][CH3:23])=[O:21]. Product: [F:8][C:6]1[CH:5]=[C:4]([CH2:9][C:10]([NH:12][C@H:13]([C:15]([NH:18][C:19]([CH3:25])([CH3:24])[C:20]([O:22][CH3:23])=[O:21])=[O:17])[CH3:14])=[O:11])[CH:3]=[C:2]([F:1])[CH:7]=1. The catalyst class is: 147. (6) Reactant: [NH2:1][C:2](=[NH:7])[NH:3][C:4]([NH2:6])=[S:5].Br[CH:9]([C:12]1[CH:17]=[CH:16][CH:15]=[CH:14][C:13]=1[N+:18]([O-:20])=[O:19])[CH:10]=O. Product: [N+:18]([C:13]1[CH:14]=[CH:15][CH:16]=[CH:17][C:12]=1[C:9]1[S:5][C:4]([NH:3][C:2]([NH2:1])=[NH:7])=[N:6][CH:10]=1)([O-:20])=[O:19]. The catalyst class is: 5. (7) Reactant: BrBr.[Cl:3][C:4]1[CH:5]=[C:6]([NH:11][C:12]([N:14]([CH2:18][C:19]2[CH:24]=[CH:23][CH:22]=[C:21]([C:25]([F:28])([F:27])[F:26])[CH:20]=2)[C:15]([NH2:17])=[O:16])=[S:13])[CH:7]=[CH:8][C:9]=1[Cl:10].O. Product: [Cl:3][C:4]1[CH:5]=[C:6]([N:11]=[C:12]2[S:13][NH:17][C:15](=[O:16])[N:14]2[CH2:18][C:19]2[CH:24]=[CH:23][CH:22]=[C:21]([C:25]([F:27])([F:28])[F:26])[CH:20]=2)[CH:7]=[CH:8][C:9]=1[Cl:10]. The catalyst class is: 14.